Predict the reactants needed to synthesize the given product. From a dataset of Full USPTO retrosynthesis dataset with 1.9M reactions from patents (1976-2016). Given the product [S:8]([O:12][C@@H:13]1[CH2:19][CH2:18][CH2:17][N:16]([C:20]([O:22][CH2:23][CH3:24])=[O:21])[CH2:15][CH2:14]1)([C:5]1[CH:6]=[CH:7][C:2]([CH3:1])=[CH:3][CH:4]=1)(=[O:10])=[O:9], predict the reactants needed to synthesize it. The reactants are: [CH3:1][C:2]1[CH:7]=[CH:6][C:5]([S:8](Cl)(=[O:10])=[O:9])=[CH:4][CH:3]=1.[OH:12][C@@H:13]1[CH2:19][CH2:18][CH2:17][N:16]([C:20]([O:22][CH2:23][CH3:24])=[O:21])[CH2:15][CH2:14]1.